This data is from Reaction yield outcomes from USPTO patents with 853,638 reactions. The task is: Predict the reaction yield, written as a fraction of the theoretical maximum amount of product (1.0 means a 100% yield; for example, 0.34 means a 34% yield). (1) The catalyst is C(N(CC)CC)C.C(OCC)C.[Cu](I)I.C1C=CC([P]([Pd]([P](C2C=CC=CC=2)(C2C=CC=CC=2)C2C=CC=CC=2)([P](C2C=CC=CC=2)(C2C=CC=CC=2)C2C=CC=CC=2)[P](C2C=CC=CC=2)(C2C=CC=CC=2)C2C=CC=CC=2)(C2C=CC=CC=2)C2C=CC=CC=2)=CC=1. The product is [CH:21]1([C:13]2[CH:12]=[C:11]([C:9](=[O:10])[C:8]([C:4]3[CH:5]=[CH:6][CH:7]=[C:2]([C:29]#[C:28][C:26]([OH:30])([CH3:27])[CH3:25])[CH:3]=3)=[O:24])[CH:16]=[CH:15][C:14]=2[O:17][CH:18]([F:20])[F:19])[CH2:23][CH2:22]1. The yield is 0.860. The reactants are Br[C:2]1[CH:3]=[C:4]([C:8](=[O:24])[C:9]([C:11]2[CH:16]=[CH:15][C:14]([O:17][CH:18]([F:20])[F:19])=[C:13]([CH:21]3[CH2:23][CH2:22]3)[CH:12]=2)=[O:10])[CH:5]=[CH:6][CH:7]=1.[CH3:25][C:26]([OH:30])([C:28]#[CH:29])[CH3:27].[Al]. (2) The reactants are Br[C:2]1[CH:11]=[CH:10][CH:9]=[C:8]([Cl:12])[C:3]=1[C:4]([O:6][CH3:7])=[O:5].[C:13]1(B2OC(C)(C)C(C)(C)O2)[CH2:18][CH2:17][CH2:16][CH2:15][CH:14]=1.C(=O)([O-])[O-].[Na+].[Na+]. The catalyst is O1CCOCC1.O.C1C=CC(P(C2C=CC=CC=2)[C-]2C=CC=C2)=CC=1.C1C=CC(P(C2C=CC=CC=2)[C-]2C=CC=C2)=CC=1.Cl[Pd]Cl.[Fe+2]. The product is [Cl:12][C:8]1[CH:9]=[CH:10][CH:11]=[C:2]([C:13]2[CH2:18][CH2:17][CH2:16][CH2:15][CH:14]=2)[C:3]=1[C:4]([O:6][CH3:7])=[O:5]. The yield is 1.00. (3) The reactants are [Br:1][C:2]1[CH:3]=[C:4]([N+:12]([O-:14])=[O:13])[C:5]([CH3:11])=[C:6]([CH:10]=1)[C:7]([OH:9])=[O:8].[C:15](=O)([O-])[O-].[Na+].[Na+].CI. The catalyst is CN(C=O)C. The product is [Br:1][C:2]1[CH:3]=[C:4]([N+:12]([O-:14])=[O:13])[C:5]([CH3:11])=[C:6]([CH:10]=1)[C:7]([O:9][CH3:15])=[O:8]. The yield is 0.990. (4) The reactants are C(O[C:4]([C:6]1[NH:10][C:9]2[S:11][C:12]([Cl:14])=[CH:13][C:8]=2[CH:7]=1)=[O:5])C.[NH:15]1[CH2:20][CH2:19][NH:18][CH2:17][CH2:16]1. No catalyst specified. The product is [Cl:14][C:12]1[S:11][C:9]2[NH:10][C:6]([C:4]([N:15]3[CH2:20][CH2:19][NH:18][CH2:17][CH2:16]3)=[O:5])=[CH:7][C:8]=2[CH:13]=1. The yield is 0.350. (5) The reactants are Cl[CH2:2][C:3]([CH3:17])([CH3:16])[C:4]([C:6]1[CH:11]=[CH:10][C:9]([O:12][CH3:13])=[C:8]([O:14][CH3:15])[CH:7]=1)=O.O.[NH2:19][NH2:20]. The catalyst is CCO. The product is [CH3:15][O:14][C:8]1[CH:7]=[C:6]([C:4]2[C:3]([CH3:17])([CH3:16])[CH2:2][NH:20][N:19]=2)[CH:11]=[CH:10][C:9]=1[O:12][CH3:13]. The yield is 1.00.